Dataset: Full USPTO retrosynthesis dataset with 1.9M reactions from patents (1976-2016). Task: Predict the reactants needed to synthesize the given product. (1) The reactants are: [C:1]([N:4]1[CH2:9][CH2:8][CH:7]([CH2:10][C:11]([NH:13][C:14]2[CH:19]=[CH:18][C:17](Br)=[CH:16][CH:15]=2)=[O:12])[CH2:6][CH2:5]1)(=[O:3])[CH3:2].[F:21][C:22]1[CH:23]=[C:24](B(O)O)[CH:25]=[C:26]([F:28])[CH:27]=1. Given the product [C:1]([N:4]1[CH2:9][CH2:8][CH:7]([CH2:10][C:11]([NH:13][C:14]2[CH:19]=[CH:18][C:17]([C:24]3[CH:23]=[C:22]([F:21])[CH:27]=[C:26]([F:28])[CH:25]=3)=[CH:16][CH:15]=2)=[O:12])[CH2:6][CH2:5]1)(=[O:3])[CH3:2], predict the reactants needed to synthesize it. (2) Given the product [NH2:1][C:2]1[C:3]2[C:10]([C:11]3[CH:12]=[CH:13][C:14]([O:17][C:18]4[CH:23]=[CH:22][CH:21]=[CH:20][CH:19]=4)=[CH:15][CH:16]=3)=[CH:9][N:8]([CH:27]3[CH2:32][CH2:31][O:30][C:28]3=[O:29])[C:4]=2[N:5]=[CH:6][N:7]=1, predict the reactants needed to synthesize it. The reactants are: [NH2:1][C:2]1[C:3]2[C:10]([C:11]3[CH:16]=[CH:15][C:14]([O:17][C:18]4[CH:23]=[CH:22][CH:21]=[CH:20][CH:19]=4)=[CH:13][CH:12]=3)=[CH:9][NH:8][C:4]=2[N:5]=[CH:6][N:7]=1.[H-].[Na+].Br[CH:27]1[CH2:32][CH2:31][O:30][C:28]1=[O:29]. (3) The reactants are: [CH2:1]([C@@:3]12[CH2:13][CH2:12][C:11](=[O:14])[CH2:10][C@@H:9]1[CH2:8][CH2:7][CH2:6][C:5]1[CH:15]=[C:16]([O:19][S:20]([C:23]([F:26])([F:25])[F:24])(=[O:22])=[O:21])[CH:17]=[CH:18][C:4]2=1)[CH3:2].C([C@]12CC[C:37](=[O:40])[CH2:36][C@H]1CCCC1C=C(OS(C(F)(F)F)(=O)=O)C=CC2=1)C.C(O)CO.CC1C=CC(S(O)(=O)=O)=CC=1.C([O-])(O)=O.[Na+]. Given the product [F:25][C:23]([F:26])([F:24])[S:20]([O:19][C:16]1[CH:17]=[CH:18][C:4]2[C:3]3([CH2:1][CH3:2])[CH2:13][CH2:12][C:11]4([O:40][CH2:37][CH2:36][O:14]4)[CH2:10][CH:9]3[CH2:8][CH2:7][CH2:6][C:5]=2[CH:15]=1)(=[O:21])=[O:22], predict the reactants needed to synthesize it. (4) Given the product [Cl:6][C:7]1[CH:8]=[CH:9][C:10](=[O:13])[N:11]([CH2:4][CH:1]2[CH2:3][CH2:2]2)[N:12]=1, predict the reactants needed to synthesize it. The reactants are: [CH:1]1([CH2:4]Br)[CH2:3][CH2:2]1.[Cl:6][C:7]1[CH:8]=[CH:9][C:10](=[O:13])[NH:11][N:12]=1.C([O-])([O-])=O.[K+].[K+].O. (5) The reactants are: [Br-].[CH2:2]([P+](C1C=CC=CC=1)(C1C=CC=CC=1)C1C=CC=CC=1)[CH2:3][CH2:4][CH2:5][CH3:6].[Li+].C[Si]([N-][Si](C)(C)C)(C)C.[Cl:36][C:37]1[CH:45]=[C:44]2[C:40]([CH:41]=[C:42]([CH:46]=O)[NH:43]2)=[CH:39][CH:38]=1.[Cl-].[NH4+]. Given the product [Cl:36][C:37]1[CH:45]=[C:44]2[C:40]([CH:41]=[C:42]([CH:46]=[CH:2][CH2:3][CH2:4][CH2:5][CH3:6])[NH:43]2)=[CH:39][CH:38]=1, predict the reactants needed to synthesize it. (6) Given the product [O:43]1[C:29]2[CH:38]=[C:33]([C:34]([O:36][CH3:37])=[O:35])[CH:32]=[N:31][C:30]=2[CH2:39][N:40]([C:44]([O:46][C:47]([CH3:50])([CH3:49])[CH3:48])=[O:45])[CH2:41][CH2:42]1, predict the reactants needed to synthesize it. The reactants are: CC(P(C(C)(C)C)C1C(C2C=CC=CC=2)=CC=CC=1)(C)C.C([O-])([O-])=O.[Cs+].[Cs+].Br[C:29]1[C:30]([CH2:39][N:40]([C:44]([O:46][C:47]([CH3:50])([CH3:49])[CH3:48])=[O:45])[CH2:41][CH2:42][OH:43])=[N:31][CH:32]=[C:33]([CH:38]=1)[C:34]([O:36][CH3:37])=[O:35]. (7) Given the product [CH2:11]([C:7]1[CH:6]=[C:5]([CH:10]=[CH:9][CH:8]=1)[C:3]([OH:14])=[O:1])[CH3:12], predict the reactants needed to synthesize it. The reactants are: [OH-:1].[Na+].[C:3]([C:5]1[CH:10]=[CH:9][CH:8]=[C:7]([CH2:11][CH3:12])[CH:6]=1)#N.C[OH:14].